From a dataset of Full USPTO retrosynthesis dataset with 1.9M reactions from patents (1976-2016). Predict the reactants needed to synthesize the given product. Given the product [Br:24][C:21]1[CH:22]=[CH:23][C:18]2[N:19]([CH:2]=[C:3]([C:5]3[C:6]([C:11]4[CH:16]=[CH:15][CH:14]=[CH:13][CH:12]=4)=[N:7][O:8][C:9]=3[CH3:10])[N:17]=2)[CH:20]=1, predict the reactants needed to synthesize it. The reactants are: Br[CH2:2][C:3]([C:5]1[C:6]([C:11]2[CH:16]=[CH:15][CH:14]=[CH:13][CH:12]=2)=[N:7][O:8][C:9]=1[CH3:10])=O.[NH2:17][C:18]1[CH:23]=[CH:22][C:21]([Br:24])=[CH:20][N:19]=1.